Dataset: CYP3A4 inhibition data for predicting drug metabolism from PubChem BioAssay. Task: Regression/Classification. Given a drug SMILES string, predict its absorption, distribution, metabolism, or excretion properties. Task type varies by dataset: regression for continuous measurements (e.g., permeability, clearance, half-life) or binary classification for categorical outcomes (e.g., BBB penetration, CYP inhibition). Dataset: cyp3a4_veith. (1) The result is 0 (non-inhibitor). The compound is COc1ccc(CN2CCN(C(=O)CC(C)C)CC2)c(OC)c1OC. (2) The molecule is C=CC[N+]1(CC#CCOC(c2ccccc2)c2ccccc2)CCOCC1.[Cl-]. The result is 0 (non-inhibitor). (3) The molecule is Cc1cc(Cl)nc(NC(=O)CSc2ccc(Cl)cc2)n1. The result is 0 (non-inhibitor). (4) The molecule is CO[C@H]1COC(=O)C/C=C\[C@@H](C)COC(=O)[C@@H](C)NC(=O)C/C=C\[C@@H]1C. The result is 0 (non-inhibitor). (5) The molecule is COc1ccccc1CNc1ccnc(-c2cccnc2)n1. The result is 1 (inhibitor).